This data is from Peptide-MHC class I binding affinity with 185,985 pairs from IEDB/IMGT. The task is: Regression. Given a peptide amino acid sequence and an MHC pseudo amino acid sequence, predict their binding affinity value. This is MHC class I binding data. (1) The peptide sequence is EVVDMLSTY. The MHC is HLA-B07:02 with pseudo-sequence HLA-B07:02. The binding affinity (normalized) is 0.0847. (2) The peptide sequence is LALTDVEKRI. The MHC is HLA-A02:03 with pseudo-sequence HLA-A02:03. The binding affinity (normalized) is 0.446. (3) The peptide sequence is VSKHWELTNK. The MHC is HLA-A31:01 with pseudo-sequence HLA-A31:01. The binding affinity (normalized) is 0.308. (4) The peptide sequence is SPFLPLLPI. The MHC is Patr-A0701 with pseudo-sequence Patr-A0701. The binding affinity (normalized) is 0.202. (5) The peptide sequence is TPMLRHSIEN. The MHC is HLA-B07:02 with pseudo-sequence HLA-B07:02. The binding affinity (normalized) is 0.424.